Dataset: Catalyst prediction with 721,799 reactions and 888 catalyst types from USPTO. Task: Predict which catalyst facilitates the given reaction. (1) Reactant: [CH2:1]([O:3][C:4]1[C:8]([CH2:9][CH2:10][CH2:11][OH:12])=[CH:7][N:6]([C:13]2[CH:18]=[CH:17][C:16]([C:19]([F:22])([F:21])[F:20])=[CH:15][N:14]=2)[N:5]=1)[CH3:2].[CH:23]1([N:29]2[C:33]([CH2:34][CH2:35][C:36]([O:38]CC)=[O:37])=[CH:32][C:31](O)=[N:30]2)[CH2:28][CH2:27][CH2:26][CH2:25][CH2:24]1.C(P(CCCC)CCCC)CCC.N(C(N1CCCCC1)=O)=NC(N1CCCCC1)=O. Product: [CH:23]1([N:29]2[C:33]([CH2:34][CH2:35][C:36]([OH:38])=[O:37])=[CH:32][C:31]([O:12][CH2:11][CH2:10][CH2:9][C:8]3[C:4]([O:3][CH2:1][CH3:2])=[N:5][N:6]([C:13]4[CH:18]=[CH:17][C:16]([C:19]([F:21])([F:20])[F:22])=[CH:15][N:14]=4)[CH:7]=3)=[N:30]2)[CH2:24][CH2:25][CH2:26][CH2:27][CH2:28]1. The catalyst class is: 7. (2) Reactant: [Cl:1][C:2]1[CH:3]=[C:4]([CH:17]=[CH:18][C:19]=1[Cl:20])[O:5][C:6]1[C:11]([CH3:12])=[CH:10][C:9]([N+:13]([O-])=O)=[C:8]([CH3:16])[CH:7]=1.O.O.[Sn](Cl)Cl.C([O-])(O)=O.[Na+]. Product: [Cl:1][C:2]1[CH:3]=[C:4]([CH:17]=[CH:18][C:19]=1[Cl:20])[O:5][C:6]1[C:11]([CH3:12])=[CH:10][C:9]([NH2:13])=[C:8]([CH3:16])[CH:7]=1. The catalyst class is: 393. (3) Reactant: [CH2:1]([O:3][C:4]([CH:6]1[CH2:11][CH2:10][C:9](=[O:12])[CH2:8][CH2:7]1)=[O:5])[CH3:2].[CH2:13](O)[CH2:14][OH:15].CC1C=CC(S(O)(=O)=O)=CC=1. Product: [CH2:1]([O:3][C:4]([CH:6]1[CH2:11][CH2:10][C:9]2([O:15][CH2:14][CH2:13][O:12]2)[CH2:8][CH2:7]1)=[O:5])[CH3:2]. The catalyst class is: 11. (4) Reactant: [C:1]([O:5][C:6]([NH:8][C@@H:9]([CH2:14][C:15]1[CH:20]=[CH:19][C:18](OS(C(F)(F)C(F)(F)C(F)(F)C(F)(F)F)(=O)=O)=[CH:17][CH:16]=1)[C:10]([O:12][CH3:13])=[O:11])=[O:7])([CH3:4])([CH3:3])[CH3:2].[B:38]1([C:47]2[CH:52]=[CH:51][C:50](B3OC(C)(C)C(C)(C)O3)=[CH:49][CH:48]=2)[O:42][C:41]([CH3:44])([CH3:43])[C:40]([CH3:46])([CH3:45])[O:39]1.C1(P(C2CCCCC2)C2C=CC=CC=2C2C(OC)=CC=CC=2OC)CCCCC1.P([O-])([O-])([O-])=O.[K+].[K+].[K+]. Product: [C:1]([O:5][C:6]([NH:8][C@@H:9]([CH2:14][C:15]1[CH:16]=[CH:17][C:18]([C:50]2[CH:51]=[CH:52][C:47]([B:38]3[O:42][C:41]([CH3:44])([CH3:43])[C:40]([CH3:46])([CH3:45])[O:39]3)=[CH:48][CH:49]=2)=[CH:19][CH:20]=1)[C:10]([O:12][CH3:13])=[O:11])=[O:7])([CH3:2])([CH3:3])[CH3:4]. The catalyst class is: 167. (5) Reactant: Cl.[NH2:2][C:3]1[C:11]([OH:12])=[C:10]2[C:6]([CH2:7][CH2:8][CH:9]2[CH2:13][CH2:14][NH:15][C:16](=[O:18])[CH3:17])=[CH:5][CH:4]=1.[CH:19]1([C:22](Cl)=[O:23])[CH2:21][CH2:20]1.O. Product: [C:16]([NH:15][CH2:14][CH2:13][CH:9]1[C:10]2[C:6](=[CH:5][CH:4]=[C:3]([NH:2][C:22]([CH:19]3[CH2:21][CH2:20]3)=[O:23])[C:11]=2[OH:12])[CH2:7][CH2:8]1)(=[O:18])[CH3:17]. The catalyst class is: 17. (6) Reactant: C(N([P:8]([N:12]([CH:16]([CH3:18])[CH3:17])[CH:13]([CH3:15])[CH3:14])(Cl)([O-:10])[O-:9])C(C)C)(C)C.[CH:19]([C:22]1[CH:72]=[CH:71][C:25]([O:26][CH2:27][C:28]([NH:30][C:31]2[C:32]3[N:33]=[CH:34][N:35]([C:67]=3[N:68]=[CH:69][N:70]=2)[C@@H:36]2[O:66][C@H:40]([CH2:41][O:42][C:43]([C:60]3[CH:65]=[CH:64][CH:63]=[CH:62][CH:61]=3)([C:52]3[CH:57]=[CH:56][C:55]([O:58][CH3:59])=[CH:54][CH:53]=3)[C:44]3[CH:49]=[CH:48][C:47]([O:50][CH3:51])=[CH:46][CH:45]=3)[C@@H:38]([OH:39])[CH2:37]2)=[O:29])=[CH:24][CH:23]=1)([CH3:21])[CH3:20].C(N(C(C)C)C(C)C)C.[C:82]([O:85][C@@H:86]1[C@@H:98]([O:99][C:100](=[O:102])[CH3:101])[C@H:97]([O:103][C:104](=[O:106])[CH3:105])[C@@H:96]([CH2:107][O:108][C:109](=[O:111])[CH3:110])[O:95][C@H:87]1[O:88][CH2:89][CH2:90][O:91][CH2:92][CH2:93]O)(=[O:84])[CH3:83].N1C=NN=N1. Product: [CH:19]([C:22]1[CH:23]=[CH:24][C:25]([O:26][CH2:27][C:28]([NH:30][C:31]2[C:32]3[N:33]=[CH:34][N:35]([C:67]=3[N:68]=[CH:69][N:70]=2)[C@@H:36]2[O:66][C@H:40]([CH2:41][O:42][C:43]([C:60]3[CH:65]=[CH:64][CH:63]=[CH:62][CH:61]=3)([C:44]3[CH:49]=[CH:48][C:47]([O:50][CH3:51])=[CH:46][CH:45]=3)[C:52]3[CH:57]=[CH:56][C:55]([O:58][CH3:59])=[CH:54][CH:53]=3)[C@@H:38]([O:39][P:8]([N:12]([CH:13]([CH3:14])[CH3:15])[CH:16]([CH3:17])[CH3:18])([O:9][CH2:93][CH2:92][O:91][CH2:90][CH2:89][O:88][C@@H:87]3[O:95][C@H:96]([CH2:107][O:108][C:109](=[O:111])[CH3:110])[C@@H:97]([O:103][C:104](=[O:106])[CH3:105])[C@H:98]([O:99][C:100](=[O:102])[CH3:101])[C@H:86]3[O:85][C:82](=[O:84])[CH3:83])=[O:10])[CH2:37]2)=[O:29])=[CH:71][CH:72]=1)([CH3:21])[CH3:20]. The catalyst class is: 4. (7) Reactant: [CH3:1][O:2][C:3](=[O:20])[C:4]1[CH:9]=[C:8]([O:10][CH3:11])[C:7]([O:12][CH2:13][CH2:14][CH2:15][Cl:16])=[CH:6][C:5]=1[N+:17]([O-])=O. Product: [CH3:1][O:2][C:3](=[O:20])[C:4]1[CH:9]=[C:8]([O:10][CH3:11])[C:7]([O:12][CH2:13][CH2:14][CH2:15][Cl:16])=[CH:6][C:5]=1[NH2:17]. The catalyst class is: 407. (8) Reactant: C([O:4][CH2:5][C:6]1[C:11]([N:12]2[CH2:17][CH2:16][C:15]3[C:18]4[CH2:24][CH2:23][CH2:22][CH2:21][C:19]=4[S:20][C:14]=3[C:13]2=[O:25])=[CH:10][C:9]([F:26])=[CH:8][C:7]=1B1OC(C)(C)C(C)(C)O1)(=O)C.Cl[C:37]1[CH:38]=[C:39]([NH:46][C:47]2[CH:52]=[CH:51][C:50]([N:53]3[CH2:58][CH2:57][N:56]([CH:59]4[CH2:62][O:61][CH2:60]4)[CH2:55][CH2:54]3)=[CH:49][N:48]=2)[C:40]2[N:41]([CH:43]=[CH:44][N:45]=2)[N:42]=1.C1(P(C2CCCCC2)C2CCCCC2)CCCCC1.C([O-])([O-])=O.[Cs+].[Cs+]. Product: [F:26][C:9]1[CH:8]=[C:7]([C:37]2[CH:38]=[C:39]([NH:46][C:47]3[CH:52]=[CH:51][C:50]([N:53]4[CH2:58][CH2:57][N:56]([CH:59]5[CH2:62][O:61][CH2:60]5)[CH2:55][CH2:54]4)=[CH:49][N:48]=3)[C:40]3[N:41]([CH:43]=[CH:44][N:45]=3)[N:42]=2)[C:6]([CH2:5][OH:4])=[C:11]([N:12]2[C:13](=[O:25])[C:14]3[S:20][C:19]4[CH2:21][CH2:22][CH2:23][CH2:24][C:18]=4[C:15]=3[CH2:16][CH2:17]2)[CH:10]=1. The catalyst class is: 102. (9) Reactant: [CH2:1]([C@H:8]1[N:13]([C:14]([C:16]2[CH:20]=[CH:19][N:18]([C:21]3[CH:26]=[C:25]([O:27][CH3:28])[CH:24]=[CH:23][C:22]=3[NH2:29])[C:17]=2[C:30]2[CH:35]=[CH:34][CH:33]=[CH:32][CH:31]=2)=[O:15])[CH2:12][CH2:11][N:10]([C:36]([O:38][C:39]([CH3:42])([CH3:41])[CH3:40])=[O:37])[CH2:9]1)[C:2]1[CH:7]=[CH:6][CH:5]=[CH:4][CH:3]=1.[C:43](Cl)(=[O:46])[CH2:44][CH3:45].C(=O)(O)[O-].[Na+]. Product: [CH2:1]([C@H:8]1[N:13]([C:14]([C:16]2[CH:20]=[CH:19][N:18]([C:21]3[CH:26]=[C:25]([O:27][CH3:28])[CH:24]=[CH:23][C:22]=3[NH:29][C:43](=[O:46])[CH2:44][CH3:45])[C:17]=2[C:30]2[CH:35]=[CH:34][CH:33]=[CH:32][CH:31]=2)=[O:15])[CH2:12][CH2:11][N:10]([C:36]([O:38][C:39]([CH3:42])([CH3:41])[CH3:40])=[O:37])[CH2:9]1)[C:2]1[CH:7]=[CH:6][CH:5]=[CH:4][CH:3]=1. The catalyst class is: 44.